From a dataset of Full USPTO retrosynthesis dataset with 1.9M reactions from patents (1976-2016). Predict the reactants needed to synthesize the given product. Given the product [Cl:1][C:2]1[CH:3]=[C:4]([C:16]([NH:18][C@H:19]([C:21]2[CH:29]=[CH:28][C:24]([C:25]([OH:27])=[O:26])=[CH:23][CH:22]=2)[CH3:20])=[O:17])[C:5]([O:38][C:32]2[C:31]([F:30])=[CH:36][CH:35]=[CH:34][C:33]=2[F:37])=[N:6][CH:7]=1, predict the reactants needed to synthesize it. The reactants are: [Cl:1][C:2]1[CH:3]=[C:4]([C:16]([NH:18][C@H:19]([C:21]2[CH:29]=[CH:28][C:24]([C:25]([OH:27])=[O:26])=[CH:23][CH:22]=2)[CH3:20])=[O:17])[C:5](OC2C=CC=C(F)C=2)=[N:6][CH:7]=1.[F:30][C:31]1[CH:36]=[CH:35][CH:34]=[C:33]([F:37])[C:32]=1[OH:38].